This data is from Peptide-MHC class I binding affinity with 185,985 pairs from IEDB/IMGT. The task is: Regression. Given a peptide amino acid sequence and an MHC pseudo amino acid sequence, predict their binding affinity value. This is MHC class I binding data. The peptide sequence is IFALISFLL. The binding affinity (normalized) is 0. The MHC is HLA-B07:02 with pseudo-sequence HLA-B07:02.